Predict the reaction yield, written as a fraction of the theoretical maximum amount of product (1.0 means a 100% yield; for example, 0.34 means a 34% yield). From a dataset of Reaction yield outcomes from USPTO patents with 853,638 reactions. (1) The reactants are [NH:1]1[C:9]2[C:4](=[CH:5][C:6]([C:10]3([C:13]([O:15]C)=[O:14])[CH2:12][CH2:11]3)=[CH:7][CH:8]=2)[CH:3]=[CH:2]1.[Li+].[OH-].Cl. The catalyst is CO.O. The product is [NH:1]1[C:9]2[C:4](=[CH:5][C:6]([C:10]3([C:13]([OH:15])=[O:14])[CH2:12][CH2:11]3)=[CH:7][CH:8]=2)[CH:3]=[CH:2]1. The yield is 0.870. (2) The catalyst is C(#N)C. The product is [Br:19][C:10]1[C:9]2[O:20][C:25]([CH3:27])([CH3:26])[C:24](=[O:23])[NH:7][C:8]=2[CH:13]=[C:12]([S:14]([CH2:17][CH3:18])(=[O:16])=[O:15])[CH:11]=1. The yield is 0.540. The reactants are C(=O)([O-])[O-].[K+].[K+].[NH2:7][C:8]1[CH:13]=[C:12]([S:14]([CH2:17][CH3:18])(=[O:16])=[O:15])[CH:11]=[C:10]([Br:19])[C:9]=1[OH:20].C([O:23][C:24](=O)[C:25](Br)([CH3:27])[CH3:26])C. (3) The yield is 0.750. The reactants are [O:1]1[CH2:6][CH2:5][CH2:4][CH2:3][CH:2]1[N:7]1[C:15]2[C:10](=[CH:11][C:12](/[CH:16]=[CH:17]/[C:18]3[N:23]=[CH:22][N:21]=[C:20]([NH:24][C:25]4[CH:30]=[CH:29][C:28]([C:31]([F:34])([F:33])[F:32])=[CH:27][CH:26]=4)[N:19]=3)=[CH:13][CH:14]=2)[CH:9]=[N:8]1. The product is [O:1]1[CH2:6][CH2:5][CH2:4][CH2:3][CH:2]1[N:7]1[C:15]2[C:10](=[CH:11][C:12]([CH2:16][CH2:17][C:18]3[N:23]=[CH:22][N:21]=[C:20]([NH:24][C:25]4[CH:30]=[CH:29][C:28]([C:31]([F:34])([F:32])[F:33])=[CH:27][CH:26]=4)[N:19]=3)=[CH:13][CH:14]=2)[CH:9]=[N:8]1. The catalyst is C(OCC)(=O)C.[Pd].